Dataset: Full USPTO retrosynthesis dataset with 1.9M reactions from patents (1976-2016). Task: Predict the reactants needed to synthesize the given product. (1) Given the product [CH3:1][O:2][C:3]1[CH:35]=[CH:34][C:6]([O:7][C:8]2[CH:33]=[CH:32][C:11]([CH2:12][NH:13][C:14]([C:16]3([NH:19][C:20]([C:22]4[CH:23]=[N:24][C:25]([C:40]#[N:41])=[N:26][CH:27]=4)=[O:21])[CH2:18][CH2:17]3)=[O:15])=[CH:10][CH:9]=2)=[C:5]([C:36]([F:39])([F:38])[F:37])[CH:4]=1, predict the reactants needed to synthesize it. The reactants are: [CH3:1][O:2][C:3]1[CH:35]=[CH:34][C:6]([O:7][C:8]2[CH:33]=[CH:32][C:11]([CH2:12][NH:13][C:14]([C:16]3([NH:19][C:20]([C:22]4[CH:23]=[N:24][C:25](S(C)(=O)=O)=[N:26][CH:27]=4)=[O:21])[CH2:18][CH2:17]3)=[O:15])=[CH:10][CH:9]=2)=[C:5]([C:36]([F:39])([F:38])[F:37])[CH:4]=1.[C-:40]#[N:41].[K+].N. (2) The reactants are: O[C:2]([C:50]1[CH:55]=[CH:54][CH:53]=[CH:52][CH:51]=1)([C:44]1[CH:49]=[CH:48][CH:47]=[CH:46][CH:45]=1)[C:3]1[S:7][C:6]([C:8]([NH:10][C@@H:11]([CH2:19][CH2:20][CH2:21][NH:22][C:23]([NH:25]S(C2C(C)=C3C(=C(C)C=2C)OC(C)(C)CC3)(=O)=O)=[NH:24])[C:12]([O:14]C(C)(C)C)=[O:13])=[O:9])=[CH:5][CH:4]=1.[C:56]([OH:62])([C:58]([F:61])([F:60])[F:59])=[O:57].C([SiH](CC)CC)C. Given the product [NH:22]([CH2:21][CH2:20][CH2:19][C@H:11]([NH:10][C:8]([C:6]1[S:7][C:3]([CH:2]([C:50]2[CH:51]=[CH:52][CH:53]=[CH:54][CH:55]=2)[C:44]2[CH:49]=[CH:48][CH:47]=[CH:46][CH:45]=2)=[CH:4][CH:5]=1)=[O:9])[C:12]([OH:14])=[O:13])[C:23]([NH2:25])=[NH:24].[C:56]([OH:62])([C:58]([F:61])([F:60])[F:59])=[O:57], predict the reactants needed to synthesize it. (3) Given the product [NH2:11][C:9]1[CH:10]=[C:5]([Br:4])[CH:6]=[C:7]([Cl:15])[C:8]=1[OH:14], predict the reactants needed to synthesize it. The reactants are: [Cl-].[Ca+2].[Cl-].[Br:4][C:5]1[CH:10]=[C:9]([N+:11]([O-])=O)[C:8]([OH:14])=[C:7]([Cl:15])[CH:6]=1. (4) Given the product [Br:8][C:9]1[C:18]([CH3:19])=[CH:17][C:12]([C:13]2[N:14]=[C:5]([CH3:6])[O:7][N:15]=2)=[CH:11][C:10]=1[CH3:20], predict the reactants needed to synthesize it. The reactants are: C(O[C:5](=[O:7])[CH3:6])(=O)C.[Br:8][C:9]1[C:18]([CH3:19])=[CH:17][C:12]([C:13]([NH:15]O)=[NH:14])=[CH:11][C:10]=1[CH3:20]. (5) Given the product [CH:29]1([O:28][C:26]([N:17]2[CH:13]3[CH:14]([C:10]([C:9]#[C:8][C:4]4[CH:5]=[CH:6][CH:7]=[C:2]([Cl:1])[CH:3]=4)=[N:11][O:12]3)[CH2:15][CH2:16]2)=[O:27])[CH2:33][CH2:32][CH2:31][CH2:30]1, predict the reactants needed to synthesize it. The reactants are: [Cl:1][C:2]1[CH:3]=[C:4]([C:8]#[C:9][C:10]2[NH:11][O:12][CH:13]3[NH:17][CH2:16][CH2:15][C:14]=23)[CH:5]=[CH:6][CH:7]=1.C(N(CC)CC)C.Cl[C:26]([O:28][CH:29]1[CH2:33][CH2:32][CH2:31][CH2:30]1)=[O:27].O. (6) Given the product [CH3:2][CH:3]([CH3:7])[C:4](=[O:6])[CH2:5][C:8](=[O:14])[C:9]([O:11][CH2:12][CH3:13])=[O:10], predict the reactants needed to synthesize it. The reactants are: [Na].[CH3:2][CH:3]([CH3:7])[C:4](=[O:6])[CH3:5].[C:8](OCC)(=[O:14])[C:9]([O:11][CH2:12][CH3:13])=[O:10].S(=O)(=O)(O)O. (7) The reactants are: [C:1]([O:5][C:6](=[O:41])[NH:7][C@H:8]1[CH2:13][CH2:12][C@@H:11]([N:14]2[C:19](=[O:20])[C:18]3[CH:21]=[C:22]([F:25])[CH:23]=[N:24][C:17]=3[N:16]([C:26]3[CH:27]=[C:28]([C:32]4[CH:37]=[CH:36][C:35]([CH:38]=O)=[CH:34][CH:33]=4)[CH:29]=[CH:30][CH:31]=3)[C:15]2=[O:40])[CH2:10][CH2:9]1)([CH3:4])([CH3:3])[CH3:2].[N:42]1([CH:48]2[CH2:53][CH2:52][NH:51][CH2:50][CH2:49]2)[CH2:47][CH2:46][CH2:45][CH2:44][CH2:43]1. Given the product [N:42]1([CH:48]2[CH2:53][CH2:52][N:51]([CH2:38][C:35]3[CH:36]=[CH:37][C:32]([C:28]4[CH:29]=[CH:30][CH:31]=[C:26]([N:16]5[C:17]6[N:24]=[CH:23][C:22]([F:25])=[CH:21][C:18]=6[C:19](=[O:20])[N:14]([C@@H:11]6[CH2:12][CH2:13][C@H:8]([NH:7][C:6](=[O:41])[O:5][C:1]([CH3:3])([CH3:4])[CH3:2])[CH2:9][CH2:10]6)[C:15]5=[O:40])[CH:27]=4)=[CH:33][CH:34]=3)[CH2:50][CH2:49]2)[CH2:47][CH2:46][CH2:45][CH2:44][CH2:43]1, predict the reactants needed to synthesize it.